Dataset: Catalyst prediction with 721,799 reactions and 888 catalyst types from USPTO. Task: Predict which catalyst facilitates the given reaction. (1) Reactant: [Cl:1][C:2]1[CH:3]=[C:4]([C:11]2[CH:16]=[CH:15][C:14]([C@H:17]([NH2:19])[CH3:18])=[CH:13][CH:12]=2)[C:5]([O:8][CH2:9][CH3:10])=[N:6][CH:7]=1.C(N(CC)CC)C.[Cl:27][C:28]1[N:32]([CH3:33])[N:31]=[C:30]([CH3:34])[C:29]=1[S:35](Cl)(=[O:37])=[O:36]. Product: [Cl:1][C:2]1[CH:3]=[C:4]([C:11]2[CH:16]=[CH:15][C:14]([C@H:17]([NH:19][S:35]([C:29]3[C:30]([CH3:34])=[N:31][N:32]([CH3:33])[C:28]=3[Cl:27])(=[O:36])=[O:37])[CH3:18])=[CH:13][CH:12]=2)[C:5]([O:8][CH2:9][CH3:10])=[N:6][CH:7]=1. The catalyst class is: 4. (2) Reactant: [C:1]1(=O)[CH2:6][CH2:5]C[CH2:3][CH2:2]1.C1(C)C=CC(S(O)(=O)=O)=CC=1.C(O)C.[CH:22]([O:29][CH2:30][CH3:31])([O:26][CH2:27][CH3:28])OCC. The catalyst class is: 6. Product: [CH2:30]([O:29][C:22]1([O:26][CH2:27][CH3:28])[CH2:5][CH2:6][CH2:1][CH2:2][CH2:3]1)[CH3:31]. (3) Reactant: [Si:1]([O:8][C@@H:9]1[C@@:26]2([CH3:27])[C:13](=[CH:14][CH:15]=[C:16]3[C@@H:25]2[CH2:24][CH2:23][C@@:21]2([CH3:22])[C@H:17]3[CH2:18][CH2:19][C:20]2=[O:28])[CH2:12][C@@H:11]([O:29][Si:30]([C:33]([CH3:36])([CH3:35])[CH3:34])([CH3:32])[CH3:31])[CH2:10]1)([C:4]([CH3:7])([CH3:6])[CH3:5])([CH3:3])[CH3:2].[F:37][C:38]([F:57])([F:56])[S:39](N(C1C=CC=CN=1)[S:39]([C:38]([F:57])([F:56])[F:37])(=[O:41])=[O:40])(=[O:41])=[O:40].C[Si]([N-][Si](C)(C)C)(C)C.[Na+].C(=O)(O)[O-].[Na+]. Product: [F:37][C:38]([F:57])([F:56])[S:39]([O:28][C:20]1[C@:21]2([CH2:23][CH2:24][C@H:25]3[C:16](=[CH:15][CH:14]=[C:13]4[C@:26]3([CH3:27])[C@@H:9]([O:8][Si:1]([C:4]([CH3:7])([CH3:6])[CH3:5])([CH3:3])[CH3:2])[CH2:10][C@H:11]([O:29][Si:30]([C:33]([CH3:36])([CH3:35])[CH3:34])([CH3:31])[CH3:32])[CH2:12]4)[C@@H:17]2[CH2:18][CH:19]=1)[CH3:22])(=[O:41])=[O:40]. The catalyst class is: 7. (4) Reactant: [C:1]1([CH3:18])[CH:6]=[CH:5][CH:4]=[C:3]([C:7]2[C:8](=[O:17])[NH:9][CH:10]=[CH:11][C:12]=2[C:13]([F:16])([F:15])[F:14])[CH:2]=1.[Cl:19][C:20]1[C:21](=[O:28])[N:22]([CH3:27])[N:23]=[CH:24][C:25]=1Cl.C(=O)([O-])[O-].[K+].[K+].Cl. Product: [Cl:19][C:20]1[C:21](=[O:28])[N:22]([CH3:27])[N:23]=[CH:24][C:25]=1[N:9]1[CH:10]=[CH:11][C:12]([C:13]([F:15])([F:14])[F:16])=[C:7]([C:3]2[CH:2]=[C:1]([CH3:18])[CH:6]=[CH:5][CH:4]=2)[C:8]1=[O:17]. The catalyst class is: 9. (5) Reactant: Cl[CH:2]([O:6][C:7]([NH:9][CH2:10][C:11]1([CH2:17][C:18]([O:20][CH2:21][C:22]2[CH:27]=[CH:26][CH:25]=[CH:24][CH:23]=2)=[O:19])[CH2:16][CH2:15][CH2:14][CH2:13][CH2:12]1)=[O:8])[CH2:3][CH2:4][CH3:5].[C:28]([OH:32])(=[O:31])[CH2:29][CH3:30]. Product: [C:28]([O:32][CH:2]([O:6][C:7]([NH:9][CH2:10][C:11]1([CH2:17][C:18]([O:20][CH2:21][C:22]2[CH:27]=[CH:26][CH:25]=[CH:24][CH:23]=2)=[O:19])[CH2:16][CH2:15][CH2:14][CH2:13][CH2:12]1)=[O:8])[CH2:3][CH2:4][CH3:5])(=[O:31])[CH2:29][CH3:30]. The catalyst class is: 22. (6) Reactant: [Cl:1][C:2]1[CH:7]=[CH:6][C:5]([O:8][S:9]([CH:12]=[CH2:13])(=[O:11])=[O:10])=[C:4]([CH3:14])[CH:3]=1.[N+:15]([O-])([OH:17])=[O:16]. Product: [Cl:1][C:2]1[C:7]([N+:15]([O-:17])=[O:16])=[CH:6][C:5]([O:8][S:9]([CH:12]=[CH2:13])(=[O:11])=[O:10])=[C:4]([CH3:14])[CH:3]=1. The catalyst class is: 65.